From a dataset of Full USPTO retrosynthesis dataset with 1.9M reactions from patents (1976-2016). Predict the reactants needed to synthesize the given product. Given the product [ClH:31].[NH2:21][CH2:20][C:19]1[CH:18]=[CH:17][C:16]([C:14]([NH:13][CH2:1][CH2:2][CH2:3][CH2:4][CH2:5][CH2:6][CH2:7][CH2:8][CH2:9][CH2:10][CH2:11][CH3:12])=[O:15])=[CH:30][CH:29]=1, predict the reactants needed to synthesize it. The reactants are: [CH2:1]([NH:13][C:14]([C:16]1[CH:30]=[CH:29][C:19]([CH2:20][NH:21]C(=O)OC(C)(C)C)=[CH:18][CH:17]=1)=[O:15])[CH2:2][CH2:3][CH2:4][CH2:5][CH2:6][CH2:7][CH2:8][CH2:9][CH2:10][CH2:11][CH3:12].[ClH:31].